This data is from Catalyst prediction with 721,799 reactions and 888 catalyst types from USPTO. The task is: Predict which catalyst facilitates the given reaction. (1) Reactant: [C:1]([O:5][C:6](=[O:21])[C:7]1[CH2:8][C:9](O)([CH:17]=[CH:18][CH:19]=1)[C:10]([O:12][C:13]([CH3:16])([CH3:15])[CH3:14])=[O:11])([CH3:4])([CH3:3])[CH3:2].C([O-])([O-])=[O:23].[K+].[K+].Br[CH2:29][CH2:30][CH2:31][CH2:32][CH2:33][CH2:34][CH2:35][CH2:36][CH2:37][C:38]([O:40][CH3:41])=[O:39].CCOC(C)=O. Product: [C:1]([O:5][C:6](=[O:21])[C:7]1[CH:19]=[C:18]([O:23][CH2:29][CH2:30][CH2:31][CH2:32][CH2:33][CH2:34][CH2:35][CH2:36][CH2:37][C:38]([O:40][CH3:41])=[O:39])[CH:17]=[C:9]([C:10]([O:12][C:13]([CH3:16])([CH3:15])[CH3:14])=[O:11])[CH:8]=1)([CH3:4])([CH3:3])[CH3:2]. The catalyst class is: 95. (2) Reactant: [NH2:1][C:2]1[C:3]2[C:13]([O:14][CH2:15][C:16]([NH:19][C:20](=[O:34])[C:21]3[CH:26]=[CH:25][N:24]=[C:23]([N:27]4[CH:31]=[C:30]([CH:32]=[O:33])[N:29]=[CH:28]4)[CH:22]=3)([CH3:18])[CH3:17])=[CH:12][CH:11]=[CH:10][C:4]=2[NH:5][S:6](=[O:9])(=[O:8])[N:7]=1.[BH4-].[Na+]. Product: [NH2:1][C:2]1[C:3]2[C:13]([O:14][CH2:15][C:16]([NH:19][C:20](=[O:34])[C:21]3[CH:26]=[CH:25][N:24]=[C:23]([N:27]4[CH:31]=[C:30]([CH2:32][OH:33])[N:29]=[CH:28]4)[CH:22]=3)([CH3:17])[CH3:18])=[CH:12][CH:11]=[CH:10][C:4]=2[NH:5][S:6](=[O:8])(=[O:9])[N:7]=1. The catalyst class is: 5. (3) Reactant: [C:1]1([C:7]2[NH:8][CH:9]=[C:10]([CH:12]=[O:13])[N:11]=2)[CH:6]=[CH:5][CH:4]=[CH:3][CH:2]=1.[H-].[Na+].[CH3:16][C:17]1[CH:22]=[CH:21][C:20]([S:23](Cl)(=[O:25])=[O:24])=[CH:19][CH:18]=1.O. Product: [CH3:16][C:17]1[CH:22]=[CH:21][C:20]([S:23]([N:8]2[CH:9]=[C:10]([CH:12]=[O:13])[N:11]=[C:7]2[C:1]2[CH:2]=[CH:3][CH:4]=[CH:5][CH:6]=2)(=[O:25])=[O:24])=[CH:19][CH:18]=1. The catalyst class is: 9. (4) Reactant: [BH4-].[Na+].[F:3][C:4]([F:16])([F:15])[C:5]1[N:6]=[C:7]([C:10](OCC)=[O:11])[S:8][CH:9]=1. Product: [F:16][C:4]([F:3])([F:15])[C:5]1[N:6]=[C:7]([CH2:10][OH:11])[S:8][CH:9]=1. The catalyst class is: 5. (5) Product: [CH:35]1([C:30]2[C:29]([C:25]3[CH:24]=[C:23]([C:21]4[CH2:20][C:19](=[O:38])[NH:18][C:9]5[CH:10]=[C:11]([C:14]([F:16])([F:17])[F:15])[CH:12]=[CH:13][C:8]=5[N:7]=4)[CH:28]=[CH:27][CH:26]=3)=[CH:34][CH:33]=[CH:32][N:31]=2)[CH2:37][CH2:36]1. The catalyst class is: 2. Reactant: C(OC(=O)[NH:7][C:8]1[CH:13]=[CH:12][C:11]([C:14]([F:17])([F:16])[F:15])=[CH:10][C:9]=1[NH:18][C:19](=[O:38])[CH2:20][C:21]([C:23]1[CH:28]=[CH:27][CH:26]=[C:25]([C:29]2[C:30]([CH:35]3[CH2:37][CH2:36]3)=[N:31][CH:32]=[CH:33][CH:34]=2)[CH:24]=1)=O)(C)(C)C.C(O)(C(F)(F)F)=O. (6) Reactant: [CH2:1]([N:3]([CH2:9][C:10]1[CH:15]=[C:14]([C:16]([F:19])([F:18])[F:17])[CH:13]=[CH:12][C:11]=1[C:20]1[C:21]([O:32][CH3:33])=[N:22]C=C(C#C[Si](C)(C)C)[CH:25]=1)C(C1CC1)=O)[CH3:2].[O:34]1[CH2:38][CH2:37][CH2:36][CH2:35]1.B.[OH:40]O.[OH-].[Na+].[CH2:44]1[CH2:48][O:47][CH2:46][CH2:45]1. Product: [CH:37]1([C:38]([N:3]([CH2:9][C:10]2[CH:15]=[C:14]([C:16]([F:19])([F:18])[F:17])[CH:13]=[CH:12][C:11]=2[C:20]2[CH:25]=[C:44]([CH2:45][C:46]([OH:40])=[O:47])[CH:48]=[N:22][C:21]=2[O:32][CH3:33])[CH2:1][CH3:2])=[O:34])[CH2:35][CH2:36]1. The catalyst class is: 5. (7) Reactant: [H-].[Na+].[OH:3][C:4]1[CH:5]=[C:6]2[C:10](=[CH:11][CH:12]=1)[C:9](=[O:13])[CH2:8][C:7]2([CH3:15])[CH3:14].Cl[C:17]1[CH:24]=[CH:23][C:20]([C:21]#[N:22])=[CH:19][N:18]=1. Product: [CH3:14][C:7]1([CH3:15])[C:6]2[C:10](=[CH:11][CH:12]=[C:4]([O:3][C:17]3[CH:24]=[CH:23][C:20]([C:21]#[N:22])=[CH:19][N:18]=3)[CH:5]=2)[C:9](=[O:13])[CH2:8]1. The catalyst class is: 16. (8) Reactant: [CH3:1][O:2][C:3]1[CH:4]=[C:5]([NH:11][C:12]2[N:21]=[CH:20][CH:19]=[CH:18][C:13]=2[C:14]([NH:16][NH2:17])=O)[CH:6]=[C:7]([O:9][CH3:10])[CH:8]=1.I.[CH3:23][O:24][C:25]1[CH:26]=[C:27]([NH:33][C:34](=[NH:37])SC)[CH:28]=[C:29]([O:31][CH3:32])[CH:30]=1. Product: [CH3:1][O:2][C:3]1[CH:4]=[C:5]([NH:11][C:12]2[C:13]([C:14]3[NH:37][C:34]([NH:33][C:27]4[CH:26]=[C:25]([O:24][CH3:23])[CH:30]=[C:29]([O:31][CH3:32])[CH:28]=4)=[N:17][N:16]=3)=[CH:18][CH:19]=[CH:20][N:21]=2)[CH:6]=[C:7]([O:9][CH3:10])[CH:8]=1. The catalyst class is: 17.